Dataset: Antibody developability classification from SAbDab with 2,409 antibodies. Task: Regression/Classification. Given an antibody's heavy chain and light chain sequences, predict its developability. TAP uses regression for 5 developability metrics; SAbDab uses binary classification. (1) The antibody is ['EVQLVESGGGLVQPGGSLRLSCAASGFTFSSYGMSWVRQAPGKGLELVASINSNGGSTYYPDSVKGRFTISRDNAKNSLYLQMNSLRAEDTAVYYCASGDYWGQGTLVTVSS', 'DIVMTQSPLSLPVTPGEPASISCRSSQSLVYSNGDTYLHWYLQKPGQSPQLLIYKVSNRFSGVPDRFSGSGSGTDFTLKISRVEAEDVGVYYCSQSTHVPWTFGQGTKVEIK']. Result: 1 (developable). (2) The antibody is ['EVQLQQSGPELVKPGASMKISCKASGYSFTGYTMNWVKQSHGKNLEWMGLINPYKGVSTYNQKFKDKATLTVDKSSSTAYMELLSLTSEDSAVYYCARSGYYGDSDWYFDVWGQGTTLTVFS', 'DIQMTQTTSSLSASLGDRVTISCRASQDIRNYLNWYQQKPDGTVKLLIYYTSRLHSGVPSKFSGSGSGTDYSLTISNLEQEDIATYFCQQGNTLPWTFAGGTKLEIK']. Result: 0 (not developable). (3) The antibody is ['DVQLQESGPSLVKPSQTLSLTCSVTGDSITSDYWSWIRKFPGNRLEYMGFVSYSGSTYYNPSLKSRISITRDTSKNQYYLDLNSVTTEDTATYYCANWDGDYWGQGTLVTVSA', 'PROT_5A288C7C']. Result: 0 (not developable). (4) The antibody is ['EVKLLESGGGLVQPGGSLKLSCAASGFDFSRYWMNWVRQAPGKGLEWIGEITPDSSTINYTPSLKDKFIISRDNAKNTLYLQMIKVRSEDTALYYCVRPYDYGAWFASWGQGTLVTVSA', 'QAVVTQESALTTSPGETVTLTCRSSTGAVTTSNYANWVQEKPDHLFTGLIGGTNKRAPGVPARFSGSLIGDKAALTITGAQTEDEAIYFCALWYSNHWVFGGGTKLTVL']. Result: 0 (not developable). (5) The antibody is ['QVQLQQSGAEVKKPGSSVRVSCKASGGTFNNNAINWVRQAPGQGLEWMGGIIPMFGTAKYSQNFQGRVAITADESTGTASMELSSLRSEDTAVYYCARSRDLLLFPHHALSPWGRGTMVTVSS', 'SSELTQDPAVSVALGQTVRVTCQGDSLRSYYASWYQQKPGQAPVLVIYGKNNRPSGIPDRFSGSSSGNTASLTITGAQAEDEADYYCSSRDSSGNHWVFGGGTELTVL']. Result: 0 (not developable).